From a dataset of Reaction yield outcomes from USPTO patents with 853,638 reactions. Predict the reaction yield, written as a fraction of the theoretical maximum amount of product (1.0 means a 100% yield; for example, 0.34 means a 34% yield). (1) The reactants are Cl.[S:2]([N:12]1[C:16]2=[N:17][CH:18]=[C:19]([C:21]([O:23]C)=[O:22])[N:20]=[C:15]2[CH:14]=[CH:13]1)([C:5]1[CH:11]=[CH:10][C:8]([CH3:9])=[CH:7][CH:6]=1)(=[O:4])=[O:3]. The catalyst is O1CCOCC1. The product is [S:2]([N:12]1[C:16]2=[N:17][CH:18]=[C:19]([C:21]([OH:23])=[O:22])[N:20]=[C:15]2[CH:14]=[CH:13]1)([C:5]1[CH:6]=[CH:7][C:8]([CH3:9])=[CH:10][CH:11]=1)(=[O:4])=[O:3]. The yield is 0.850. (2) The reactants are [C:1]([O:5][C:6]([CH2:8][O:9][C:10]1[CH:11]=[C:12]([C:16](=[O:29])[CH2:17][CH2:18][C:19]2[CH:24]=[CH:23][C:22]([O:25][CH3:26])=[C:21]([O:27][CH3:28])[CH:20]=2)[CH:13]=[CH:14][CH:15]=1)=[O:7])([CH3:4])([CH3:3])[CH3:2].B(Cl)([C@@H]1[C@@H](C)[C@H]2C(C)(C)[C@@H](C2)C1)[C@@H]1[C@@H](C)[C@@H]2C(C)(C)[C@@H](C2)C1. The catalyst is C1COCC1. The product is [C:1]([O:5][C:6]([CH2:8][O:9][C:10]1[CH:11]=[C:12]([CH:16]([OH:29])[CH2:17][CH2:18][C:19]2[CH:24]=[CH:23][C:22]([O:25][CH3:26])=[C:21]([O:27][CH3:28])[CH:20]=2)[CH:13]=[CH:14][CH:15]=1)=[O:7])([CH3:3])([CH3:4])[CH3:2]. The yield is 0.900. (3) The reactants are [O:1]=[C:2]([C:10]1[O:11][C:12]([C:15]2[CH:20]=[CH:19][CH:18]=[CH:17][N:16]=2)=[CH:13][N:14]=1)[CH2:3][CH2:4][CH2:5][C:6]([O:8]C)=O.[CH2:21]([NH2:28])[C:22]1[CH:27]=[CH:26][CH:25]=[CH:24][CH:23]=1. No catalyst specified. The product is [CH2:21]([NH:28][C:6](=[O:8])[CH2:5][CH2:4][CH2:3][C:2](=[O:1])[C:10]1[O:11][C:12]([C:15]2[CH:20]=[CH:19][CH:18]=[CH:17][N:16]=2)=[CH:13][N:14]=1)[C:22]1[CH:27]=[CH:26][CH:25]=[CH:24][CH:23]=1. The yield is 0.560. (4) The reactants are [C:1]([C:4]1[N:9]=[C:8]([CH3:10])[N:7]=[C:6]([C:11]([NH:13][CH2:14][C:15]2[CH:20]=[CH:19][C:18]([F:21])=[C:17]([O:22][CH3:23])[CH:16]=2)=[O:12])[CH:5]=1)(=[O:3])[CH3:2].[CH:24](=O)[C:25]1[CH:30]=[CH:29][CH:28]=[N:27][CH:26]=1.[Cl-].[Al+3].[Cl-].[Cl-].O. The catalyst is C(Cl)Cl. The product is [F:21][C:18]1[CH:19]=[CH:20][C:15]([CH2:14][NH:13][C:11]([C:6]2[CH:5]=[C:4]([C:1](=[O:3])[CH:2]=[CH:24][C:25]3[CH:26]=[N:27][CH:28]=[CH:29][CH:30]=3)[N:9]=[C:8]([CH3:10])[N:7]=2)=[O:12])=[CH:16][C:17]=1[O:22][CH3:23]. The yield is 0.234. (5) The reactants are [CH3:1][O:2][C@@:3]([CH3:16])([CH2:13][CH2:14][CH3:15])[CH2:4][O:5]CC1C=CC=CC=1. The catalyst is C1COCC1.[OH-].[OH-].[Pd+2]. The product is [CH3:1][O:2][C@@:3]([CH3:16])([CH2:13][CH2:14][CH3:15])[CH2:4][OH:5]. The yield is 0.827. (6) The reactants are [CH3:1][C:2]1[NH:6][N:5]=[C:4]([NH:7][C:8]2[N:13]=[C:12](Cl)[N:11]=[C:10]([CH2:15][C:16]([O:18][CH2:19][CH3:20])=[O:17])[CH:9]=2)[CH:3]=1.[SH:21][C:22]1[CH:27]=[CH:26][C:25]([NH:28][C:29](=[O:32])[CH2:30][CH3:31])=[CH:24][CH:23]=1.C(OCC)(=O)C. The catalyst is C(O)(C)(C)C. The product is [CH3:1][C:2]1[NH:6][N:5]=[C:4]([NH:7][C:8]2[N:13]=[C:12]([S:21][C:22]3[CH:23]=[CH:24][C:25]([NH:28][C:29](=[O:32])[CH2:30][CH3:31])=[CH:26][CH:27]=3)[N:11]=[C:10]([CH2:15][C:16]([O:18][CH2:19][CH3:20])=[O:17])[CH:9]=2)[CH:3]=1. The yield is 0.430.